Dataset: Reaction yield outcomes from USPTO patents with 853,638 reactions. Task: Predict the reaction yield, written as a fraction of the theoretical maximum amount of product (1.0 means a 100% yield; for example, 0.34 means a 34% yield). (1) The reactants are ON1C2C=CC=CC=2N=N1.C(N(CC)CC)C.[CH3:18][N:19]1[CH2:24][CH2:23][NH:22][CH2:21][CH2:20]1.[CH:25]([C:27]1[NH:28][C:29]2[CH2:30][CH2:31][CH2:32][CH2:33][C:34]=2[C:35]=1[CH2:36][CH2:37][C:38](O)=[O:39])=[O:26]. The catalyst is CN(C)C=O.CO.ClCCl. The product is [CH3:18][N:19]1[CH2:24][CH2:23][N:22]([C:38](=[O:39])[CH2:37][CH2:36][C:35]2[C:34]3[CH2:33][CH2:32][CH2:31][CH2:30][C:29]=3[NH:28][C:27]=2[CH:25]=[O:26])[CH2:21][CH2:20]1. The yield is 0.780. (2) The reactants are CS(O[CH2:6][CH2:7][C:8]1[C:17]2[C:12](=[CH:13][CH:14]=[CH:15][CH:16]=2)[C:11]([O:18][CH2:19][C:20]2[CH:25]=[CH:24][CH:23]=[CH:22][CH:21]=2)=[CH:10][C:9]=1[NH:26][C:27]([C:29]1[NH:30][C:31]2[C:36]([CH:37]=1)=[CH:35][C:34]([O:38][CH3:39])=[C:33]([O:40][CH3:41])[C:32]=2[O:42][CH3:43])=[O:28])(=O)=O.[Li+].[Cl-:45].CCOC(C)=O. The catalyst is CN(C=O)C. The product is [CH2:19]([O:18][C:11]1[C:12]2[C:17](=[CH:16][CH:15]=[CH:14][CH:13]=2)[C:8]([CH2:7][CH2:6][Cl:45])=[C:9]([NH:26][C:27]([C:29]2[NH:30][C:31]3[C:36]([CH:37]=2)=[CH:35][C:34]([O:38][CH3:39])=[C:33]([O:40][CH3:41])[C:32]=3[O:42][CH3:43])=[O:28])[CH:10]=1)[C:20]1[CH:21]=[CH:22][CH:23]=[CH:24][CH:25]=1. The yield is 0.810. (3) The reactants are [Br:1][C:2]1[C:3]([Cl:20])=[C:4]2[C:10](I)=[CH:9][N:8]([CH2:12][O:13][CH2:14][CH2:15][Si:16]([CH3:19])([CH3:18])[CH3:17])[C:5]2=[N:6][CH:7]=1.[C:21]([O:25][CH2:26][C:27]1[CH:32]=[CH:31][CH:30]=[CH:29][C:28]=1B(O)O)([CH3:24])([CH3:23])[CH3:22].C(=O)([O-])[O-].[Na+].[Na+].S([O-])([O-])(=O)=O.[Na+].[Na+]. The catalyst is C(#N)C.Cl[Pd](Cl)([P](C1C=CC=CC=1)(C1C=CC=CC=1)C1C=CC=CC=1)[P](C1C=CC=CC=1)(C1C=CC=CC=1)C1C=CC=CC=1.C1COCC1. The product is [Br:1][C:2]1[C:3]([Cl:20])=[C:4]2[C:10]([C:32]3[CH:31]=[CH:30][CH:29]=[CH:28][C:27]=3[CH2:26][O:25][C:21]([CH3:24])([CH3:23])[CH3:22])=[CH:9][N:8]([CH2:12][O:13][CH2:14][CH2:15][Si:16]([CH3:19])([CH3:18])[CH3:17])[C:5]2=[N:6][CH:7]=1. The yield is 0.120. (4) The reactants are [CH3:1][O:2][CH2:3][C@H:4]([CH3:39])[O:5][C:6]1[CH:7]=[C:8]([C:23]2[NH:27][C:26]([C:28]3[CH:38]=[CH:37][C:31]([C:32]([O:34]CC)=[O:33])=[CH:30][N:29]=3)=[CH:25][CH:24]=2)[CH:9]=[C:10]([O:12][C:13]2[CH:18]=[CH:17][C:16]([S:19]([CH3:22])(=[O:21])=[O:20])=[CH:15][CH:14]=2)[CH:11]=1.[OH-].[Na+].Cl.C(OCC)(=O)C. The catalyst is C(O)C. The product is [CH3:1][O:2][CH2:3][C@H:4]([CH3:39])[O:5][C:6]1[CH:7]=[C:8]([C:23]2[NH:27][C:26]([C:28]3[CH:38]=[CH:37][C:31]([C:32]([OH:34])=[O:33])=[CH:30][N:29]=3)=[CH:25][CH:24]=2)[CH:9]=[C:10]([O:12][C:13]2[CH:14]=[CH:15][C:16]([S:19]([CH3:22])(=[O:20])=[O:21])=[CH:17][CH:18]=2)[CH:11]=1. The yield is 0.990. (5) The reactants are [CH:1]([C:4]1[C:5]([N:20]=[C:21]([NH2:28])[C:22]2[CH:27]=[CH:26][CH:25]=[CH:24][CH:23]=2)=[C:6]([CH:17]([CH3:19])[CH3:18])[C:7]2[O:16][C:11]3=[N:12][CH:13]=[CH:14][CH:15]=[C:10]3[C:8]=2[CH:9]=1)([CH3:3])[CH3:2].Cl[CH2:30][CH:31]=O.C(=O)(O)[O-].[Na+]. The catalyst is CC(O)C. The product is [CH:1]([C:4]1[C:5]([N:20]2[CH:31]=[CH:30][N:28]=[C:21]2[C:22]2[CH:23]=[CH:24][CH:25]=[CH:26][CH:27]=2)=[C:6]([CH:17]([CH3:19])[CH3:18])[C:7]2[O:16][C:11]3=[N:12][CH:13]=[CH:14][CH:15]=[C:10]3[C:8]=2[CH:9]=1)([CH3:2])[CH3:3]. The yield is 0.850.